This data is from Retrosynthesis with 50K atom-mapped reactions and 10 reaction types from USPTO. The task is: Predict the reactants needed to synthesize the given product. (1) Given the product COc1cnn(-c2ccc(-c3ccn(CC[C@](C)(C(=O)NO)S(C)(=O)=O)c(=O)c3)cc2)n1, predict the reactants needed to synthesize it. The reactants are: COc1cnn(-c2ccc(-c3ccn(CC[C@](C)(C(=O)NOC4CCCCO4)S(C)(=O)=O)c(=O)c3)cc2)n1. (2) Given the product Cc1cc([N+](=O)[O-])c(OCc2ccccc2)c(Cl)c1C, predict the reactants needed to synthesize it. The reactants are: BrCc1ccccc1.Cc1cc([N+](=O)[O-])c(O)c(Cl)c1C. (3) Given the product COC(=O)c1ccc2c(c1)CCC[C@]2(O)c1ncc(-c2cc(C)cc(Nc3cc(C4=CC(C)CCC4)ccn3)n2)s1, predict the reactants needed to synthesize it. The reactants are: CC1C=C(c2ccnc(Cl)c2)CCC1.COC(=O)c1ccc2c(c1)CCCC2(O)c1ncc(-c2cc(C)cc(N)n2)s1. (4) Given the product C=CCC(C)(C)C(=O)OCc1ccc(OC)cc1, predict the reactants needed to synthesize it. The reactants are: C=CCC(C)(C)C(=O)O.COc1ccc(CCl)cc1. (5) Given the product COC(=O)c1ccc(F)c(-n2c(C)cc(OCc3ccc(F)cc3F)cc2=O)c1, predict the reactants needed to synthesize it. The reactants are: COC(=O)c1ccc(F)c(-n2c(C)cc(O)cc2=O)c1.Fc1ccc(CBr)c(F)c1. (6) Given the product Fc1ccc(Nc2nn3ccnc3s2)cc1, predict the reactants needed to synthesize it. The reactants are: Brc1nn2ccnc2s1.Nc1ccc(F)cc1. (7) Given the product CCOC(=O)C=C[C@H]1CCCN1C(=O)OCc1ccccc1, predict the reactants needed to synthesize it. The reactants are: CCOC(=O)C=P(c1ccccc1)(c1ccccc1)c1ccccc1.O=CC1CCCN1C(=O)OCc1ccccc1.